This data is from Reaction yield outcomes from USPTO patents with 853,638 reactions. The task is: Predict the reaction yield, written as a fraction of the theoretical maximum amount of product (1.0 means a 100% yield; for example, 0.34 means a 34% yield). (1) The reactants are [CH:1]1([O:4][C:5]2[CH:26]=[CH:25][C:8]([C:9]([NH:11][C:12]3[CH:13]=[N:14][C:15]([C:18]4[CH:23]=[CH:22][CH:21]=[CH:20][C:19]=4[F:24])=[CH:16][CH:17]=3)=[O:10])=[CH:7][C:6]=2[N+:27]([O-])=O)[CH2:3][CH2:2]1. The catalyst is C1COCC1.CO.[Pd]. The product is [NH2:27][C:6]1[CH:7]=[C:8]([CH:25]=[CH:26][C:5]=1[O:4][CH:1]1[CH2:2][CH2:3]1)[C:9]([NH:11][C:12]1[CH:13]=[N:14][C:15]([C:18]2[CH:23]=[CH:22][CH:21]=[CH:20][C:19]=2[F:24])=[CH:16][CH:17]=1)=[O:10]. The yield is 0.850. (2) The reactants are [Cl:1][C:2]1[C:11]([N+:12]([O-:14])=[O:13])=[C:10](Cl)[C:9]2[CH2:8][CH2:7][CH2:6][CH2:5][C:4]=2[N:3]=1.C(N(CC)CC)C.[N:23]1[CH:28]=[CH:27][CH:26]=[C:25]([CH2:29][CH2:30][CH2:31][O:32][CH2:33][CH2:34][NH2:35])[CH:24]=1. The catalyst is CN(C)C=O. The product is [Cl:1][C:2]1[C:11]([N+:12]([O-:14])=[O:13])=[C:10]([NH:35][CH2:34][CH2:33][O:32][CH2:31][CH2:30][CH2:29][C:25]2[CH:24]=[N:23][CH:28]=[CH:27][CH:26]=2)[C:9]2[CH2:8][CH2:7][CH2:6][CH2:5][C:4]=2[N:3]=1. The yield is 0.940.